Dataset: Reaction yield outcomes from USPTO patents with 853,638 reactions. Task: Predict the reaction yield, written as a fraction of the theoretical maximum amount of product (1.0 means a 100% yield; for example, 0.34 means a 34% yield). (1) The reactants are [CH3:1][C:2]1([CH3:15])[CH2:11][CH2:10][C:9]2[C:4](=[CH:5][CH:6]=[C:7]([O:12]C)[CH:8]=2)[C:3]1=[O:14].Br. The catalyst is O.C(OCC)C. The product is [CH3:1][C:2]1([CH3:15])[CH2:11][CH2:10][C:9]2[C:4](=[CH:5][CH:6]=[C:7]([OH:12])[CH:8]=2)[C:3]1=[O:14]. The yield is 0.860. (2) The reactants are Cl[C:2]1[CH:8]=[C:7]([CH3:9])[CH:6]=[CH:5][C:3]=1N.[ClH:10].N([O-])=O.[Na+].[CH2:15]=NO.[OH2:18]. The catalyst is S([O-])([O-])=O.[Na+].[Na+]. The product is [Cl:10][C:3]1[CH:5]=[CH:6][C:7]([CH3:9])=[C:8]([CH:2]=1)[CH:15]=[O:18]. The yield is 0.360. (3) The reactants are [I-].[CH3:2][S+](C)(C)=O.[H-].[Na+].[F:9][C:10]1[CH:11]=[C:12]2[C:16](=[CH:17][CH:18]=1)[NH:15][C:14](=[O:19])/[C:13]/2=[CH:20]\[C:21]1[CH:29]=[C:28]2[C:24]([C:25]([I:30])=[N:26][NH:27]2)=[CH:23][CH:22]=1. The catalyst is C1COCC1. The product is [F:9][C:10]1[CH:11]=[C:12]2[C:16](=[CH:17][CH:18]=1)[NH:15][C:14](=[O:19])[C@:13]12[CH2:2][C@H:20]1[C:21]1[CH:29]=[C:28]2[C:24]([C:25]([I:30])=[N:26][NH:27]2)=[CH:23][CH:22]=1. The yield is 0.540. (4) The reactants are [CH3:1][O:2][C:3]([C:5]1[CH:10]=[CH:9][C:8](=[O:11])[NH:7][CH:6]=1)=[O:4].[C:12]1(B(O)O)[CH:17]=[CH:16][CH:15]=[CH:14][CH:13]=1.N1C=CC=CC=1. The catalyst is ClCCl.O.C([O-])(=O)C.[Cu+2].C([O-])(=O)C. The product is [CH3:1][O:2][C:3]([C:5]1[CH:10]=[CH:9][C:8](=[O:11])[N:7]([C:12]2[CH:17]=[CH:16][CH:15]=[CH:14][CH:13]=2)[CH:6]=1)=[O:4]. The yield is 0.560.